Predict the reaction yield, written as a fraction of the theoretical maximum amount of product (1.0 means a 100% yield; for example, 0.34 means a 34% yield). From a dataset of Reaction yield outcomes from USPTO patents with 853,638 reactions. (1) The reactants are S1[C:5](=S)[CH2:4][NH:3][C:2]1=[S:7].[Br:8][C:9]1[CH:10]=[C:11]([CH:19]=[CH:20][C:21]=1[F:22])[CH2:12][C:13]1[CH:18]=[CH:17][N:16]=[CH:15][CH:14]=1.Cl.Cl.[F:25][C:26]([F:31])([CH2:29][NH2:30])[CH2:27][NH2:28].C(N(C(C)C)CC)(C)C. The catalyst is C(O)C. The product is [F:25][C:26]1([F:31])[CH2:29][N:30]2[C:2](=[S:7])[NH:3][CH2:4][C:5]2=[N:28][CH2:27]1.[Br:8][C:9]1[CH:10]=[C:11]([CH:19]=[CH:20][C:21]=1[F:22])[CH2:12][C:13]1[CH:14]=[CH:15][N:16]=[CH:17][CH:18]=1. The yield is 0.650. (2) The reactants are FC(F)(F)C(O)=O.[CH3:8][O:9][C:10](=[O:32])[C:11]1[CH:16]=[C:15]([O:17]COC)[CH:14]=[C:13]([O:21][C:22]2[CH:27]=[CH:26][C:25]([S:28]([CH3:31])(=[O:30])=[O:29])=[CH:24][CH:23]=2)[CH:12]=1. The catalyst is C(Cl)Cl. The product is [CH3:8][O:9][C:10](=[O:32])[C:11]1[CH:16]=[C:15]([OH:17])[CH:14]=[C:13]([O:21][C:22]2[CH:23]=[CH:24][C:25]([S:28]([CH3:31])(=[O:29])=[O:30])=[CH:26][CH:27]=2)[CH:12]=1. The yield is 0.560. (3) The reactants are [CH2:1]([Li])CCC.C(NC(C)C)(C)C.C1COCC1.[Br:18][C:19]1[CH:28]=[C:27]2[C:22]([CH2:23][CH2:24][CH2:25][C:26]2=[O:29])=[CH:21][CH:20]=1.IC. The catalyst is CCCCCC. The product is [Br:18][C:19]1[CH:28]=[C:27]2[C:22]([CH2:23][CH2:24][CH:25]([CH3:1])[C:26]2=[O:29])=[CH:21][CH:20]=1. The yield is 0.170. (4) The reactants are [C:1]([O:4][C:5]1([OH:17])[CH:14]=[CH:13][C:8](/[CH:9]=[CH:10]/[CH:11]=[O:12])=[CH:7][CH:6]1[O:15][CH3:16])(=[O:3])[CH3:2]. The catalyst is C(Cl)Cl. The product is [C:1]([O:4][C:5]1([OH:17])[CH:14]=[CH:13][C:8](/[CH:9]=[CH:10]/[CH2:11][OH:12])=[CH:7][CH:6]1[O:15][CH3:16])(=[O:3])[CH3:2]. The yield is 0.960.